From a dataset of Peptide-MHC class II binding affinity with 134,281 pairs from IEDB. Regression. Given a peptide amino acid sequence and an MHC pseudo amino acid sequence, predict their binding affinity value. This is MHC class II binding data. (1) The peptide sequence is MSMASSSSSSLLAMA. The MHC is HLA-DPA10201-DPB10101 with pseudo-sequence HLA-DPA10201-DPB10101. The binding affinity (normalized) is 0.192. (2) The peptide sequence is RRRLLVLDAVALERW. The MHC is DRB1_0301 with pseudo-sequence DRB1_0301. The binding affinity (normalized) is 0.441.